The task is: Predict the reaction yield, written as a fraction of the theoretical maximum amount of product (1.0 means a 100% yield; for example, 0.34 means a 34% yield).. This data is from Reaction yield outcomes from USPTO patents with 853,638 reactions. (1) The reactants are Cl[C:2]1[N:7]=[C:6]2[CH2:8][CH2:9][CH2:10][C:5]2=[C:4]([Cl:11])[CH:3]=1.[Cl:12][C:13]1[S:17][C:16](B(O)O)=[CH:15][CH:14]=1. No catalyst specified. The product is [Cl:11][C:4]1[CH:3]=[C:2]([C:16]2[S:17][C:13]([Cl:12])=[CH:14][CH:15]=2)[N:7]=[C:6]2[CH2:8][CH2:9][CH2:10][C:5]=12. The yield is 0.140. (2) The reactants are Cl.CN(C)CCCN=C=NCC.[C:13]([O:17][C:18]([NH:20][CH:21]([CH2:25][NH:26][C:27]1[CH:32]=[CH:31][CH:30]=[CH:29][C:28]=1[NH2:33])[C:22]([OH:24])=O)=[O:19])([CH3:16])([CH3:15])[CH3:14].[C:34]([O:37][CH2:38]C)(=[O:36])[CH3:35]. The catalyst is CN(C)C=O. The product is [CH3:38][O:37][C:34](=[O:36])[CH2:35][N:33]1[C:22](=[O:24])[CH:21]([NH:20][C:18]([O:17][C:13]([CH3:14])([CH3:15])[CH3:16])=[O:19])[CH2:25][NH:26][C:27]2[CH:32]=[CH:31][CH:30]=[CH:29][C:28]1=2. The yield is 0.710. (3) The reactants are [Cl:1][C:2]1[C:7]([F:8])=[CH:6][C:5]([CH3:9])=[CH:4][N:3]=1.[Br:10]N1C(=O)CCC1=O. The catalyst is C(Cl)(Cl)(Cl)Cl.C(OOC(=O)C1C=CC=CC=1)(=O)C1C=CC=CC=1. The yield is 0.510. The product is [Br:10][CH2:9][C:5]1[CH:6]=[C:7]([F:8])[C:2]([Cl:1])=[N:3][CH:4]=1. (4) The reactants are [CH2:1]([O:8][C:9]1[CH:10]=[C:11](/[CH:19]=[CH:20]/[C:21]([O:23][CH2:24][CH3:25])=[O:22])[CH:12]=[CH:13][C:14]=1[O:15][CH2:16][O:17][CH3:18])[C:2]1[CH:7]=[CH:6][CH:5]=[CH:4][CH:3]=1.C(O)C.C(=O)([O-])[O-].[K+].[K+].C(Br)C1C=CC=CC=1. The catalyst is [C].[Pd].O.CN(C)C=O. The product is [CH2:1]([O:8][C:9]1[CH:10]=[C:11]([CH2:19][CH2:20][C:21]([O:23][CH2:24][CH3:25])=[O:22])[CH:12]=[CH:13][C:14]=1[O:15][CH2:16][O:17][CH3:18])[C:2]1[CH:3]=[CH:4][CH:5]=[CH:6][CH:7]=1. The yield is 0.700. (5) The reactants are [CH2:1]([O:3][C:4]([C:6]1[CH:10]=[CH:9][NH:8][N:7]=1)=[O:5])[CH3:2].I[CH:12]([CH3:14])[CH3:13].CC[O-].[Na+].CC(O)=O. The catalyst is C1COCC1.O. The product is [CH2:1]([O:3][C:4]([C:6]1[CH:10]=[CH:9][N:8]([CH:12]([CH3:14])[CH3:13])[N:7]=1)=[O:5])[CH3:2]. The yield is 0.960.